From a dataset of Forward reaction prediction with 1.9M reactions from USPTO patents (1976-2016). Predict the product of the given reaction. Given the reactants Br[C:2]1[C:3]([CH3:25])=[C:4]([C:8]2[N:12]=[C:11]([C:13]3[CH:14]=[CH:15][C:16]([O:21][CH:22]([CH3:24])[CH3:23])=[C:17]([CH:20]=3)[C:18]#[N:19])[O:10][N:9]=2)[CH:5]=[CH:6][CH:7]=1.CC(P(C(C)(C)C)C(C)(C)C)(C)C.C([O-])([O-])=O.[Cs+].[Cs+].Br[Zn][CH2:47][CH2:48][CH2:49][C:50]([O:52][CH2:53][CH3:54])=[O:51], predict the reaction product. The product is: [C:18]([C:17]1[CH:20]=[C:13]([C:11]2[O:10][N:9]=[C:8]([C:4]3[C:3]([CH3:25])=[C:2]([CH2:47][CH2:48][CH2:49][C:50]([O:52][CH2:53][CH3:54])=[O:51])[CH:7]=[CH:6][CH:5]=3)[N:12]=2)[CH:14]=[CH:15][C:16]=1[O:21][CH:22]([CH3:24])[CH3:23])#[N:19].